Dataset: Catalyst prediction with 721,799 reactions and 888 catalyst types from USPTO. Task: Predict which catalyst facilitates the given reaction. (1) Reactant: Br[C:2]1[CH:25]=[CH:24][C:5]([CH2:6][C@H:7](/[CH:11]=[CH:12]/[C:13]2[CH:18]=[CH:17][C:16]([O:19][CH:20]([CH3:22])[CH3:21])=[C:15]([Cl:23])[CH:14]=2)[CH2:8][CH2:9][OH:10])=[CH:4][CH:3]=1.[C:26]([C:30]1[N:31]([CH3:39])[CH:32]=[C:33]([Sn](C)(C)C)[N:34]=1)([CH3:29])([CH3:28])[CH3:27]. Product: [C:26]([C:30]1[N:31]([CH3:39])[CH:32]=[C:33]([C:2]2[CH:25]=[CH:24][C:5]([CH2:6][C@H:7](/[CH:11]=[CH:12]/[C:13]3[CH:18]=[CH:17][C:16]([O:19][CH:20]([CH3:22])[CH3:21])=[C:15]([Cl:23])[CH:14]=3)[CH2:8][CH2:9][OH:10])=[CH:4][CH:3]=2)[N:34]=1)([CH3:29])([CH3:28])[CH3:27]. The catalyst class is: 203. (2) Reactant: [CH3:1][N:2]([CH3:18])[CH2:3][CH2:4][CH2:5][O:6][C:7]1[C:8]([F:17])=[CH:9][C:10]([N+:14]([O-])=O)=[C:11]([NH2:13])[CH:12]=1.[H][H]. Product: [CH3:18][N:2]([CH3:1])[CH2:3][CH2:4][CH2:5][O:6][C:7]1[CH:12]=[C:11]([NH2:13])[C:10]([NH2:14])=[CH:9][C:8]=1[F:17]. The catalyst class is: 19. (3) Reactant: [Cl:1][C:2]1[C:7]([CH2:8][CH2:9][CH2:10][OH:11])=[C:6](Cl)[N:5]2[N:13]=[CH:14][CH:15]=[C:4]2[N:3]=1.C(N(CC)CC)C.[CH3:23][CH2:24][O:25][C:26]1[CH:31]=[CH:30][C:29]([NH2:32])=[CH:28][CH:27]=1. Product: [Cl:1][C:2]1[C:7]([CH2:8][CH2:9][CH2:10][OH:11])=[C:6]([NH:32][C:29]2[CH:30]=[CH:31][C:26]([O:25][CH2:24][CH3:23])=[CH:27][CH:28]=2)[N:5]2[N:13]=[CH:14][CH:15]=[C:4]2[N:3]=1. The catalyst class is: 32.